From a dataset of Reaction yield outcomes from USPTO patents with 853,638 reactions. Predict the reaction yield, written as a fraction of the theoretical maximum amount of product (1.0 means a 100% yield; for example, 0.34 means a 34% yield). (1) The reactants are [F:1][C:2]1[CH:3]=[C:4]([C@H:8]2[CH2:12][CH2:11][CH2:10][N:9]2[C:13]2[CH:18]=[CH:17][N:16]3[N:19]=[CH:20][C:21]([C:22]([OH:24])=O)=[C:15]3[N:14]=2)[CH:5]=[N:6][CH:7]=1.[CH3:25][O:26][NH2:27]. No catalyst specified. The product is [F:1][C:2]1[CH:3]=[C:4]([C@H:8]2[CH2:12][CH2:11][CH2:10][N:9]2[C:13]2[CH:18]=[CH:17][N:16]3[N:19]=[CH:20][C:21]([C:22]([NH:27][O:26][CH3:25])=[O:24])=[C:15]3[N:14]=2)[CH:5]=[N:6][CH:7]=1. The yield is 0.350. (2) The reactants are [C:1]1(/[CH:7]=[CH:8]/[C:9]([O:11][CH3:12])=[O:10])[CH:6]=[CH:5][CH:4]=[CH:3][CH:2]=1.C(#N)C.[NH:16]1[CH:20]=[C:19]([C:21]2[C:22]3[CH:29]=[CH:28][N:27]([CH2:30][O:31][CH2:32][CH2:33][Si:34]([CH3:37])([CH3:36])[CH3:35])[C:23]=3[N:24]=[CH:25][N:26]=2)[CH:18]=[N:17]1.C1CCN2C(=NCCC2)CC1. No catalyst specified. The product is [C:1]1([CH:7]([N:16]2[CH:20]=[C:19]([C:21]3[C:22]4[CH:29]=[CH:28][N:27]([CH2:30][O:31][CH2:32][CH2:33][Si:34]([CH3:37])([CH3:36])[CH3:35])[C:23]=4[N:24]=[CH:25][N:26]=3)[CH:18]=[N:17]2)[CH2:8][C:9]([O:11][CH3:12])=[O:10])[CH:6]=[CH:5][CH:4]=[CH:3][CH:2]=1. The yield is 0.700. (3) The reactants are [C:1]([O:5][C:6]([N:8]1[CH2:13][CH2:12][CH2:11][CH2:10][C@@H:9]1[CH:14]=[N:15][OH:16])=[O:7])([CH3:4])([CH3:3])[CH3:2].[Cl:17]N1C(=O)CCC1=O. The catalyst is CN(C=O)C.C(OCC)(=O)C. The product is [Cl:17][C:14](=[N:15][OH:16])[C@H:9]1[CH2:10][CH2:11][CH2:12][CH2:13][N:8]1[C:6]([O:5][C:1]([CH3:4])([CH3:2])[CH3:3])=[O:7]. The yield is 0.850. (4) The reactants are [Br:1][C:2]1[C:10]2[C:6](=[CH:7][N:8]([CH3:11])[N:9]=2)[CH:5]=[CH:4][CH:3]=1.[CH:12]([N-]C(C)C)(C)C.[Li+].C1COCC1.CCCCCCC.C(C1C=CC=CC=1)C.IC. The catalyst is C1COCC1.O. The product is [Br:1][C:2]1[C:10]2[C:6](=[C:7]([CH3:12])[N:8]([CH3:11])[N:9]=2)[CH:5]=[CH:4][CH:3]=1. The yield is 0.500. (5) The reactants are [NH2:1][C@@H:2]([CH2:33][C:34]1[CH:39]=[CH:38][CH:37]=[CH:36][CH:35]=1)[C@@H:3]([OH:32])[CH2:4][C@@H:5]([NH:19][C:20]([C@@H:22]([NH:27][C:28](=[O:31])[O:29][CH3:30])[C:23]([CH3:26])([CH3:25])[CH3:24])=[O:21])[CH2:6][C:7]1[CH:12]=[CH:11][C:10]([C:13]2[CH:18]=[CH:17][CH:16]=[CH:15][N:14]=2)=[CH:9][CH:8]=1.[CH3:40][O:41][C:42]1[CH:62]=[CH:61][CH:60]=[CH:59][C:43]=1[CH2:44][N:45]1[CH2:49][CH2:48][N:47]([C@@H:50]([C:54]([CH3:57])([CH3:56])[CH3:55])[C:51](O)=[O:52])[C:46]1=[O:58].CCOP(ON1N=NC2C=CC=CC=2C1=O)(OCC)=O.C(N(CC)C(C)C)(C)C. The yield is 0.590. The product is [OH:32][C@H:3]([C@@H:2]([NH:1][C:51](=[O:52])[C@@H:50]([N:47]1[CH2:48][CH2:49][N:45]([CH2:44][C:43]2[CH:59]=[CH:60][CH:61]=[CH:62][C:42]=2[O:41][CH3:40])[C:46]1=[O:58])[C:54]([CH3:57])([CH3:56])[CH3:55])[CH2:33][C:34]1[CH:35]=[CH:36][CH:37]=[CH:38][CH:39]=1)[CH2:4][C@@H:5]([NH:19][C:20]([C@@H:22]([NH:27][C:28](=[O:31])[O:29][CH3:30])[C:23]([CH3:26])([CH3:25])[CH3:24])=[O:21])[CH2:6][C:7]1[CH:12]=[CH:11][C:10]([C:13]2[CH:18]=[CH:17][CH:16]=[CH:15][N:14]=2)=[CH:9][CH:8]=1. The catalyst is C1COCC1. (6) The reactants are [Cl:1][C:2]1[CH:18]=[CH:17][C:5]2[CH2:6][CH2:7][N:8]([C:11](=[O:16])[C:12]([F:15])([F:14])[F:13])[CH2:9][CH2:10][C:4]=2[C:3]=1OS(C(F)(F)F)(=O)=O.[CH3:27][C@@H:28]([NH:33][C:34]([CH2:36][C:37]1[CH:44]=[CH:43][C:40]([CH2:41][NH2:42])=[CH:39][CH:38]=1)=[O:35])[C:29]([F:32])([F:31])[F:30]. No catalyst specified. The product is [Cl:1][C:2]1[CH:18]=[CH:17][C:5]2[CH2:6][CH2:7][N:8]([C:11](=[O:16])[C:12]([F:13])([F:15])[F:14])[CH2:9][CH2:10][C:4]=2[C:3]=1[NH:42][CH2:41][C:40]1[CH:39]=[CH:38][C:37]([CH2:36][C:34](=[O:35])[NH:33][C@H:28]([CH3:27])[C:29]([F:32])([F:30])[F:31])=[CH:44][CH:43]=1. The yield is 0.450.